From a dataset of Catalyst prediction with 721,799 reactions and 888 catalyst types from USPTO. Predict which catalyst facilitates the given reaction. Reactant: [OH-].[Na+].[F:3][C:4]1[CH:5]=[C:6]([CH:11]=[C:12]([F:29])[C:13]=1[CH2:14][NH:15][C:16]1[CH:21]=[CH:20][N:19]=[C:18]([NH:22][C:23]2[CH:24]=[N:25][N:26]([CH3:28])[CH:27]=2)[N:17]=1)[C:7]([O:9]C)=[O:8].Cl. Product: [F:29][C:12]1[CH:11]=[C:6]([CH:5]=[C:4]([F:3])[C:13]=1[CH2:14][NH:15][C:16]1[CH:21]=[CH:20][N:19]=[C:18]([NH:22][C:23]2[CH:24]=[N:25][N:26]([CH3:28])[CH:27]=2)[N:17]=1)[C:7]([OH:9])=[O:8]. The catalyst class is: 36.